Dataset: Reaction yield outcomes from USPTO patents with 853,638 reactions. Task: Predict the reaction yield, written as a fraction of the theoretical maximum amount of product (1.0 means a 100% yield; for example, 0.34 means a 34% yield). (1) The reactants are [CH:1]1([NH:9][C:10]2[CH:20]=[CH:19][C:13]([C:14]([NH:16][CH2:17][CH3:18])=[O:15])=[CH:12][C:11]=2[N+:21]([O-])=O)[CH2:8][CH2:7][CH2:6][CH2:5][CH2:4][CH2:3][CH2:2]1.[H][H]. The catalyst is [OH-].[OH-].[Pd+2]. The product is [NH2:21][C:11]1[CH:12]=[C:13]([CH:19]=[CH:20][C:10]=1[NH:9][CH:1]1[CH2:8][CH2:7][CH2:6][CH2:5][CH2:4][CH2:3][CH2:2]1)[C:14]([NH:16][CH2:17][CH3:18])=[O:15]. The yield is 0.660. (2) The reactants are [Cl:1][C:2]1[N:7]=[C:6]([C:8]2[C:9]([C:18]3[CH:19]=[C:20]([NH:24]C(=O)C(F)(F)F)[CH:21]=[CH:22][CH:23]=3)=[N:10][N:11]3[CH:16]=[CH:15][CH:14]=[C:13]([F:17])[C:12]=23)[CH:5]=[CH:4][N:3]=1.[Li+].[OH-].C([O-])(O)=O.[Na+]. The catalyst is C1COCC1.O. The product is [Cl:1][C:2]1[N:7]=[C:6]([C:8]2[C:9]([C:18]3[CH:19]=[C:20]([CH:21]=[CH:22][CH:23]=3)[NH2:24])=[N:10][N:11]3[CH:16]=[CH:15][CH:14]=[C:13]([F:17])[C:12]=23)[CH:5]=[CH:4][N:3]=1. The yield is 0.950. (3) The reactants are [NH2:1][C:2]1[CH:3]=[N:4][CH:5]=[CH:6][CH:7]=1.[N-:8]=[N+:9]=[N-:10].[Na+].[CH:12](OC)(OC)OC.CCOC(C)=O. The catalyst is CC(O)=O. The product is [N:1]1([C:2]2[CH:3]=[N:4][CH:5]=[CH:6][CH:7]=2)[CH:12]=[N:10][N:9]=[N:8]1. The yield is 0.520. (4) The product is [NH:1]([S:18]([C:21]1[C:33]([CH3:34])=[C:32]2[C:26]([O:27][C:28]([CH2:31]2)([CH3:30])[CH3:29])=[C:24]([CH3:25])[C:22]=1[CH3:23])(=[O:19])=[O:20])[C@H:2]([C:5]([O:7][CH3:8])=[O:6])[CH2:3][OH:4]. The catalyst is C(#N)C. The reactants are [NH2:1][C@H:2]([C:5]([O:7][CH3:8])=[O:6])[CH2:3][OH:4].CCN(C(C)C)C(C)C.[S:18](Cl)([C:21]1[C:33]([CH3:34])=[C:32]2[C:26]([O:27][C:28]([CH2:31]2)([CH3:30])[CH3:29])=[C:24]([CH3:25])[C:22]=1[CH3:23])(=[O:20])=[O:19]. The yield is 0.838.